This data is from Forward reaction prediction with 1.9M reactions from USPTO patents (1976-2016). The task is: Predict the product of the given reaction. (1) Given the reactants [OH:1][CH:2]([C:11]1[CH:16]=[CH:15][C:14]([C:17]2[N:21]=[C:20]([C:22]3[O:26][N:25]=[C:24]([C:27]4[CH:32]=[CH:31][CH:30]=[CH:29][CH:28]=4)[C:23]=3[C:33]([F:36])([F:35])[F:34])[O:19][N:18]=2)=[CH:13][CH:12]=1)[C:3]([NH:5][CH2:6][CH2:7][C:8](O)=[O:9])=[O:4].C[N:38]1[CH2:43][CH2:42][O:41]C[CH2:39]1.[CH3:44]N(C(ON1N=NC2C=CC=NC1=2)=[N+](C)C)C.F[P-](F)(F)(F)(F)F, predict the reaction product. The product is: [OH:1][CH:2]([C:11]1[CH:16]=[CH:15][C:14]([C:17]2[N:21]=[C:20]([C:22]3[O:26][N:25]=[C:24]([C:27]4[CH:28]=[CH:29][CH:30]=[CH:31][CH:32]=4)[C:23]=3[C:33]([F:36])([F:34])[F:35])[O:19][N:18]=2)=[CH:13][CH:12]=1)[C:3]([NH:5][CH2:6][CH2:7][C:8]([N:38]1[CH2:43][C:42]([OH:41])([CH3:44])[CH2:39]1)=[O:9])=[O:4]. (2) Given the reactants [N+:1]([C:4]1[CH:5]=[C:6]2[C:10](=[CH:11][CH:12]=1)[NH:9][C:8]([C:13]([O:15][CH2:16][CH3:17])=[O:14])=[CH:7]2)([O-])=O, predict the reaction product. The product is: [NH2:1][C:4]1[CH:5]=[C:6]2[C:10](=[CH:11][CH:12]=1)[NH:9][C:8]([C:13]([O:15][CH2:16][CH3:17])=[O:14])=[CH:7]2. (3) Given the reactants [Br:1][C:2]1[CH:9]=[CH:8][C:7]([C:10]([F:13])([F:12])[F:11])=[CH:6][C:3]=1[CH:4]=O.Cl.[NH2:15][CH:16]1[CH2:24][C:23]2[C:18](=[CH:19][CH:20]=[CH:21][CH:22]=2)[CH2:17]1, predict the reaction product. The product is: [Br:1][C:2]1[CH:9]=[CH:8][C:7]([C:10]([F:13])([F:12])[F:11])=[CH:6][C:3]=1[CH2:4][NH:15][CH:16]1[CH2:24][C:23]2[C:18](=[CH:19][CH:20]=[CH:21][CH:22]=2)[CH2:17]1. (4) Given the reactants C1CCN2C(=NCCC2)CC1.[CH2:12]([O:14][C:15](=[O:18])[CH2:16][SH:17])[CH3:13].F[C:20]1[CH:27]=[C:26]([C:28]([F:31])([F:30])[F:29])[CH:25]=[CH:24][C:21]=1[CH:22]=O, predict the reaction product. The product is: [F:29][C:28]([F:30])([F:31])[C:26]1[CH:27]=[CH:20][C:21]2[CH:22]=[C:16]([C:15]([O:14][CH2:12][CH3:13])=[O:18])[S:17][C:24]=2[CH:25]=1. (5) Given the reactants [C:1]([N:5]1[C:9]([C:10](Cl)=[O:11])=[CH:8][C:7]([CH3:13])=[N:6]1)([CH3:4])([CH3:3])[CH3:2].[NH2:14][C:15]1[CH:16]=[C:17]([CH:30]=[CH:31][CH:32]=1)[C:18]([C:20]1[CH:28]=[C:27]2[C:23]([CH2:24][C:25](=[O:29])[NH:26]2)=[CH:22][CH:21]=1)=[O:19], predict the reaction product. The product is: [O:29]=[C:25]1[CH2:24][C:23]2[C:27](=[CH:28][C:20]([C:18]([C:17]3[CH:16]=[C:15]([NH:14][C:10]([C:9]4[N:5]([C:1]([CH3:4])([CH3:3])[CH3:2])[N:6]=[C:7]([CH3:13])[CH:8]=4)=[O:11])[CH:32]=[CH:31][CH:30]=3)=[O:19])=[CH:21][CH:22]=2)[NH:26]1. (6) Given the reactants C([O:4][C:5]1[CH:10]=[CH:9][C:8]([C:11](=[O:37])[NH:12][C:13]2[CH:18]=[CH:17][CH:16]=[C:15]([NH:19][C:20]3[CH:36]=[CH:35][C:23]4[S:24][C:25]([C:28]5[CH:33]=[CH:32][N:31]=[C:30]([NH2:34])[N:29]=5)=[C:26]([CH3:27])[C:22]=4[CH:21]=3)[CH:14]=2)=[CH:7][CH:6]=1)(=O)C.[OH-].[Na+], predict the reaction product. The product is: [NH2:34][C:30]1[N:29]=[C:28]([C:25]2[S:24][C:23]3[CH:35]=[CH:36][C:20]([NH:19][C:15]4[CH:14]=[C:13]([NH:12][C:11](=[O:37])[C:8]5[CH:9]=[CH:10][C:5]([OH:4])=[CH:6][CH:7]=5)[CH:18]=[CH:17][CH:16]=4)=[CH:21][C:22]=3[C:26]=2[CH3:27])[CH:33]=[CH:32][N:31]=1.